This data is from Forward reaction prediction with 1.9M reactions from USPTO patents (1976-2016). The task is: Predict the product of the given reaction. Given the reactants [C:1]1([OH:7])[CH:6]=[CH:5][CH:4]=[CH:3][CH:2]=1.[H-].[Na+].[CH3:10][C:11]1[C:12]([N:17]([CH2:49][O:50][CH2:51][CH2:52][O:53][CH3:54])[S:18]([C:21]2[S:22][CH:23]=[CH:24][C:25]=2[C:26]2[CH:31]=[CH:30][C:29]([CH2:32][N:33]3[C:42]4[C:37](=[C:38]([CH2:45][CH3:46])[N:39]=[C:40]([CH2:43][CH3:44])[CH:41]=4)[C:36](Cl)=[CH:35][C:34]3=[O:48])=[CH:28][CH:27]=2)(=[O:20])=[O:19])=[N:13][O:14][C:15]=1[CH3:16].Cl, predict the reaction product. The product is: [CH3:10][C:11]1[C:12]([N:17]([CH2:49][O:50][CH2:51][CH2:52][O:53][CH3:54])[S:18]([C:21]2[S:22][CH:23]=[CH:24][C:25]=2[C:26]2[CH:31]=[CH:30][C:29]([CH2:32][N:33]3[C:42]4[C:37](=[C:38]([CH2:45][CH3:46])[N:39]=[C:40]([CH2:43][CH3:44])[CH:41]=4)[C:36]([O:7][C:1]4[CH:6]=[CH:5][CH:4]=[CH:3][CH:2]=4)=[CH:35][C:34]3=[O:48])=[CH:28][CH:27]=2)(=[O:20])=[O:19])=[N:13][O:14][C:15]=1[CH3:16].